This data is from Forward reaction prediction with 1.9M reactions from USPTO patents (1976-2016). The task is: Predict the product of the given reaction. (1) Given the reactants [S:1]1[C:5]2=[CH:6][N:7]=[C:8]([C:10](=[O:12])[CH3:11])[CH:9]=[C:4]2[CH:3]=[CH:2]1.C(=O)(O)[O-].[Br:17]Br, predict the reaction product. The product is: [Br:17][C:3]1[C:4]2[C:5](=[CH:6][N:7]=[C:8]([C:10](=[O:12])[CH3:11])[CH:9]=2)[S:1][CH:2]=1. (2) Given the reactants [Br:1][C:2]1[C:3]([F:10])=[C:4]([OH:9])[C:5]([Cl:8])=[CH:6][CH:7]=1.Cl[C:12]([F:17])([F:16])C([O-])=O.[Na+].C(=O)([O-])[O-].[K+].[K+].Cl.[OH-].[Na+], predict the reaction product. The product is: [Br:1][C:2]1[CH:7]=[CH:6][C:5]([Cl:8])=[C:4]([O:9][CH:12]([F:17])[F:16])[C:3]=1[F:10]. (3) Given the reactants [OH:1][C:2]1[CH:7]=[CH:6][C:5]([C:8]2[CH:16]=[CH:15][C:11]([C:12]([OH:14])=[O:13])=[CH:10][CH:9]=2)=[CH:4][CH:3]=1.[CH2:17](O)[CH3:18].C(C1C=CC(C(O)=O)=CC=1)CC, predict the reaction product. The product is: [OH:1][C:2]1[CH:3]=[CH:4][C:5]([C:8]2[CH:16]=[CH:15][C:11]([C:12]([O:14][CH2:17][CH3:18])=[O:13])=[CH:10][CH:9]=2)=[CH:6][CH:7]=1. (4) Given the reactants [CH3:1][O:2][C:3]1[CH:10]=[CH:9][C:6]([CH2:7]Cl)=[CH:5][CH:4]=1.[I-].[K+].[N:13]1[NH:14][N:15]=[N:16][C:17]=1[C:18]1[CH:19]=[C:20]([OH:24])[CH:21]=[CH:22][CH:23]=1.C(=O)([O-])[O-].[K+].[K+].C1OCCOCCOCCOCCOCCOC1, predict the reaction product. The product is: [CH3:1][O:2][C:3]1[CH:10]=[CH:9][C:6]([CH2:7][N:14]2[N:15]=[N:16][C:17]([C:18]3[CH:19]=[C:20]([OH:24])[CH:21]=[CH:22][CH:23]=3)=[N:13]2)=[CH:5][CH:4]=1. (5) Given the reactants [CH2:1]([O:8][CH2:9][CH2:10][C@@H:11]([C:20](OC)=[O:21])[NH:12][C:13]([O:15][C:16]([CH3:19])([CH3:18])[CH3:17])=[O:14])[C:2]1[CH:7]=[CH:6][CH:5]=[CH:4][CH:3]=1.[BH4-].[Na+].C(=O)([O-])[O-].[K+].[K+], predict the reaction product. The product is: [CH2:1]([O:8][CH2:9][CH2:10][CH:11]([NH:12][C:13](=[O:14])[O:15][C:16]([CH3:18])([CH3:17])[CH3:19])[CH2:20][OH:21])[C:2]1[CH:3]=[CH:4][CH:5]=[CH:6][CH:7]=1. (6) Given the reactants [C:1]1([NH:7][C:8]2[N:13]=[N:12][C:11]([NH:14][C:15]([C:17]3[CH:33]=[CH:32][C:20]([O:21][C@@H:22]4[CH2:27][CH2:26][C@H:25]([C:28]([O:30]C)=[O:29])[CH2:24][CH2:23]4)=[CH:19][CH:18]=3)=[O:16])=[CH:10][CH:9]=2)[CH:6]=[CH:5][CH:4]=[CH:3][CH:2]=1.O.[OH-].[Li+].S(=O)(O)O, predict the reaction product. The product is: [C:1]1([NH:7][C:8]2[N:13]=[N:12][C:11]([NH:14][C:15]([C:17]3[CH:18]=[CH:19][C:20]([O:21][C@@H:22]4[CH2:23][CH2:24][C@H:25]([C:28]([OH:30])=[O:29])[CH2:26][CH2:27]4)=[CH:32][CH:33]=3)=[O:16])=[CH:10][CH:9]=2)[CH:6]=[CH:5][CH:4]=[CH:3][CH:2]=1. (7) Given the reactants [NH2:1][C:2]1[C:3]([C:11]([O:13]C)=[O:12])=[N:4][CH:5]=[N:6][C:7]=1[CH:8]([CH3:10])[CH3:9].O.[OH-].[Li+], predict the reaction product. The product is: [NH2:1][C:2]1[C:3]([C:11]([OH:13])=[O:12])=[N:4][CH:5]=[N:6][C:7]=1[CH:8]([CH3:10])[CH3:9]. (8) Given the reactants Br[C:2]1[CH:7]=[CH:6][CH:5]=[C:4]([N+:8]([O-:10])=[O:9])[CH:3]=1.[CH3:11][O:12][C:13]1[CH:18]=[CH:17][CH:16]=[C:15]([O:19][CH3:20])[C:14]=1B(O)O.C1(P(C2C=CC=CC=2)C2C=CC=CC=2)C=CC=CC=1.C([O-])([O-])=O.[K+].[K+], predict the reaction product. The product is: [CH3:11][O:12][C:13]1[CH:18]=[CH:17][CH:16]=[C:15]([O:19][CH3:20])[C:14]=1[C:2]1[CH:7]=[CH:6][CH:5]=[C:4]([N+:8]([O-:10])=[O:9])[CH:3]=1. (9) Given the reactants [Br:1][C:2]1[CH:7]=[C:6]([CH3:8])[CH:5]=[CH:4][C:3]=1[NH:9][C:10]1[N:14]([CH2:15][CH2:16][CH2:17][CH2:18]O)[C:13]2[C:20]([CH:25]([CH2:28][CH3:29])[CH2:26][CH3:27])=[CH:21][CH:22]=[C:23]([Cl:24])[C:12]=2[N:11]=1.CS(Cl)(=O)=O.C(=O)([O-])[O-].[K+].[K+], predict the reaction product. The product is: [Br:1][C:2]1[CH:7]=[C:6]([CH3:8])[CH:5]=[CH:4][C:3]=1[N:9]1[C:10]2=[N:11][C:12]3[C:23]([Cl:24])=[CH:22][CH:21]=[C:20]([CH:25]([CH2:28][CH3:29])[CH2:26][CH3:27])[C:13]=3[N:14]2[CH2:15][CH2:16][CH2:17][CH2:18]1. (10) Given the reactants [Br:1][C:2]1[CH:3]=[N:4][C:5]([Cl:10])=[C:6]([CH:9]=1)[CH:7]=O.[C:11]([CH:16]=P(C1C=CC=CC=1)(C1C=CC=CC=1)C1C=CC=CC=1)([O:13][CH2:14][CH3:15])=[O:12], predict the reaction product. The product is: [Br:1][C:2]1[CH:9]=[C:6](/[CH:7]=[CH:16]/[C:11]([O:13][CH2:14][CH3:15])=[O:12])[C:5]([Cl:10])=[N:4][CH:3]=1.